From a dataset of Forward reaction prediction with 1.9M reactions from USPTO patents (1976-2016). Predict the product of the given reaction. (1) Given the reactants [OH:1][C:2]1[CH:7]=[C:6]([O:8][CH2:9][CH2:10][CH2:11][CH2:12][O:13][C:14]2[CH:19]=[CH:18][C:17]([C:20](=[O:25])[CH2:21][CH:22]([CH3:24])[CH3:23])=[C:16]([OH:26])[C:15]=2[CH3:27])[CH:5]=[CH:4][C:3]=1[CH2:28][CH2:29][C:30]([OH:32])=O.C1(C)C=CC(S(O)(=O)=O)=CC=1, predict the reaction product. The product is: [OH:26][C:16]1[C:15]([CH3:27])=[C:14]([CH:19]=[CH:18][C:17]=1[C:20](=[O:25])[CH2:21][CH:22]([CH3:24])[CH3:23])[O:13][CH2:12][CH2:11][CH2:10][CH2:9][O:8][C:6]1[CH:7]=[C:2]2[C:3]([CH2:28][CH2:29][C:30](=[O:32])[O:1]2)=[CH:4][CH:5]=1. (2) Given the reactants C(OC([N:11]1[CH2:17][CH2:16][CH2:15][CH:14]([NH:18][C:19](=[O:37])[C@@H:20]([NH:25][C:26]([C:28]2[O:29][C:30]3[CH:36]=[CH:35][CH:34]=[CH:33][C:31]=3[CH:32]=2)=[O:27])[CH2:21][CH:22]([CH3:24])[CH3:23])[CH:13]([OH:38])[CH2:12]1)=O)C1C=CC=CC=1.C(OCC)(=O)C.[H][H], predict the reaction product. The product is: [OH:38][CH:13]1[CH:14]([NH:18][C:19]([C@@H:20]([NH:25][C:26]([C:28]2[O:29][C:30]3[CH:36]=[CH:35][CH:34]=[CH:33][C:31]=3[CH:32]=2)=[O:27])[CH2:21][CH:22]([CH3:23])[CH3:24])=[O:37])[CH2:15][CH2:16][CH2:17][NH:11][CH2:12]1. (3) Given the reactants [N:1]1[CH:6]=[CH:5][CH:4]=[CH:3][C:2]=1[C:7]([C@H:9]1[O:14][CH2:13][CH2:12][N:11]([C:15]([O:17][C:18]([CH3:21])([CH3:20])[CH3:19])=[O:16])[CH2:10]1)=[O:8].C([O-])([O-])=O.[K+].[K+], predict the reaction product. The product is: [OH:8][C@H:7]([C:2]1[CH:3]=[CH:4][CH:5]=[CH:6][N:1]=1)[C@H:9]1[O:14][CH2:13][CH2:12][N:11]([C:15]([O:17][C:18]([CH3:21])([CH3:20])[CH3:19])=[O:16])[CH2:10]1. (4) Given the reactants C(OC([N:8]1[CH2:11][CH:10]([NH:12][C:13]2[CH:18]=[CH:17][C:16]([Br:19])=[CH:15][C:14]=2[N+:20]([O-:22])=[O:21])[CH2:9]1)=O)(C)(C)C.[ClH:23], predict the reaction product. The product is: [ClH:23].[NH:8]1[CH2:11][CH:10]([NH:12][C:13]2[CH:18]=[CH:17][C:16]([Br:19])=[CH:15][C:14]=2[N+:20]([O-:22])=[O:21])[CH2:9]1. (5) Given the reactants Br[CH2:2][C:3]1[NH:8][C:7]([C:9]2[S:10][CH:11]=[CH:12][N:13]=2)=[N:6][CH:5]([C:14]2[CH:19]=[CH:18][CH:17]=[CH:16][C:15]=2[N+:20]([O-:22])=[O:21])[C:4]=1[C:23]([O:25][CH2:26][CH3:27])=[O:24].Cl.[NH:29]1[CH2:34][CH2:33][O:32][CH2:31][CH:30]1[C:35]([OH:37])=[O:36].C(=O)([O-])[O-].[K+].[K+], predict the reaction product. The product is: [CH2:26]([O:25][C:23]([C:4]1[CH:5]([C:14]2[CH:19]=[CH:18][CH:17]=[CH:16][C:15]=2[N+:20]([O-:22])=[O:21])[N:6]=[C:7]([C:9]2[S:10][CH:11]=[CH:12][N:13]=2)[NH:8][C:3]=1[CH2:2][N:29]1[CH2:34][CH2:33][O:32][CH2:31][CH:30]1[C:35]([OH:37])=[O:36])=[O:24])[CH3:27].